Predict the product of the given reaction. From a dataset of Forward reaction prediction with 1.9M reactions from USPTO patents (1976-2016). Given the reactants C([O:3][C:4]([C:6]1[N:7]=[CH:8][N:9]([C:11]2[CH:16]=[CH:15][CH:14]=[C:13]([C:17]3[C:18]([F:24])=[N:19][CH:20]=[CH:21][C:22]=3[F:23])[CH:12]=2)[CH:10]=1)=[O:5])C.[OH-].[K+], predict the reaction product. The product is: [F:24][C:18]1[C:17]([C:13]2[CH:12]=[C:11]([N:9]3[CH:10]=[C:6]([C:4]([OH:5])=[O:3])[N:7]=[CH:8]3)[CH:16]=[CH:15][CH:14]=2)=[C:22]([F:23])[CH:21]=[CH:20][N:19]=1.